From a dataset of Peptide-MHC class I binding affinity with 185,985 pairs from IEDB/IMGT. Regression. Given a peptide amino acid sequence and an MHC pseudo amino acid sequence, predict their binding affinity value. This is MHC class I binding data. (1) The peptide sequence is VWIRTPPAYR. The binding affinity (normalized) is 0.329. The MHC is Patr-A0901 with pseudo-sequence Patr-A0901. (2) The peptide sequence is ESMGVYQIL. The MHC is Mamu-A02 with pseudo-sequence Mamu-A02. The binding affinity (normalized) is 0.489. (3) The peptide sequence is DAAAPLPPV. The MHC is HLA-A69:01 with pseudo-sequence HLA-A69:01. The binding affinity (normalized) is 1.00. (4) The peptide sequence is KDKNKWRMLI. The MHC is HLA-B27:05 with pseudo-sequence HLA-B27:05. The binding affinity (normalized) is 0.320. (5) The peptide sequence is MAFDISVNA. The MHC is HLA-A02:01 with pseudo-sequence HLA-A02:01. The binding affinity (normalized) is 0.538. (6) The peptide sequence is LPCVLWPVL. The MHC is HLA-A23:01 with pseudo-sequence HLA-A23:01. The binding affinity (normalized) is 0.322. (7) The peptide sequence is KSNGAQQWL. The MHC is HLA-B07:02 with pseudo-sequence HLA-B07:02. The binding affinity (normalized) is 0.0847. (8) The peptide sequence is KLYVPLSRH. The MHC is HLA-A11:01 with pseudo-sequence HLA-A11:01. The binding affinity (normalized) is 0.0847.